From a dataset of Reaction yield outcomes from USPTO patents with 853,638 reactions. Predict the reaction yield, written as a fraction of the theoretical maximum amount of product (1.0 means a 100% yield; for example, 0.34 means a 34% yield). The reactants are [CH:1](=O)[C:2]1[CH:7]=[CH:6][CH:5]=[CH:4][CH:3]=1.[CH2:9]([N:11]([C:13]1[NH:18][C:17](=[O:19])[N:16]([CH3:20])[C:15](=[O:21])[CH:14]=1)[NH2:12])[CH3:10].[N:22]([O-])=O.[Na+]. The catalyst is C(O)(=O)C. The product is [CH2:9]([N:11]1[C:13]2=[N:18][C:17](=[O:19])[N:16]([CH3:20])[C:15](=[O:21])[C:14]2=[N:22][C:1]([C:2]2[CH:7]=[CH:6][CH:5]=[CH:4][CH:3]=2)=[N:12]1)[CH3:10]. The yield is 0.288.